Task: Predict the reaction yield, written as a fraction of the theoretical maximum amount of product (1.0 means a 100% yield; for example, 0.34 means a 34% yield).. Dataset: Reaction yield outcomes from USPTO patents with 853,638 reactions (1) The reactants are [NH2:1][C:2]([C:4]1[CH:5]=[C:6]([Br:26])[CH:7]=[C:8]2[C:12]=1[NH:11][CH:10]=[C:9]2[CH:13]1[CH2:18][CH2:17][N:16](C(OC(C)(C)C)=O)[CH2:15][CH2:14]1)=[O:3]. The catalyst is CO.Cl.O1CCOCC1. The product is [Br:26][C:6]1[CH:7]=[C:8]2[C:12](=[C:4]([C:2]([NH2:1])=[O:3])[CH:5]=1)[NH:11][CH:10]=[C:9]2[CH:13]1[CH2:18][CH2:17][NH:16][CH2:15][CH2:14]1. The yield is 0.580. (2) The reactants are [CH2:1]([C@@H:3]([C:9]1[CH:14]=[CH:13][CH:12]=[C:11]([O:15][CH2:16][C:17]2[CH:22]=[CH:21][CH:20]=[CH:19][CH:18]=2)[CH:10]=1)[C@@H:4]([CH3:8])[C:5](O)=[O:6])[CH3:2].C(Cl)(=O)C(Cl)=O.Cl.[CH3:30][NH:31][CH3:32].C(N(CC)CC)C.Cl. The catalyst is ClCCl. The product is [CH2:1]([C@@H:3]([C:9]1[CH:14]=[CH:13][CH:12]=[C:11]([O:15][CH2:16][C:17]2[CH:22]=[CH:21][CH:20]=[CH:19][CH:18]=2)[CH:10]=1)[C@@H:4]([CH3:8])[C:5]([N:31]([CH3:32])[CH3:30])=[O:6])[CH3:2]. The yield is 0.950. (3) The reactants are C([O:8][C:9](=O)[C@@H:10]([O:18][C:19]1[CH:24]=[CH:23][C:22]([C:25]([O:34][CH2:35][C:36]2[CH:41]=[CH:40][C:39]([O:42][CH3:43])=[CH:38][CH:37]=2)([C:30]([F:33])([F:32])[F:31])[C:26]([F:29])([F:28])[F:27])=[CH:21][C:20]=1[CH3:44])[CH2:11][C:12]1[CH:17]=[CH:16][CH:15]=[CH:14][CH:13]=1)C1C=CC=CC=1.[BH4-].[Na+].O. The catalyst is CO.C1COCC1. The product is [CH3:44][C:20]1[CH:21]=[C:22]([C:25]([O:34][CH2:35][C:36]2[CH:37]=[CH:38][C:39]([O:42][CH3:43])=[CH:40][CH:41]=2)([C:26]([F:27])([F:28])[F:29])[C:30]([F:32])([F:33])[F:31])[CH:23]=[CH:24][C:19]=1[O:18][C@@H:10]([CH2:11][C:12]1[CH:17]=[CH:16][CH:15]=[CH:14][CH:13]=1)[CH2:9][OH:8]. The yield is 0.680. (4) The reactants are F[C:2]1[CH:7]=[CH:6][C:5]([N+:8]([O-:10])=[O:9])=[CH:4][C:3]=1[F:11].C([O-])([O-])=O.[K+].[K+].[NH:18]1[CH:22]=[CH:21][CH:20]=[N:19]1.CS(C)=O. The catalyst is O. The product is [F:11][C:3]1[CH:4]=[C:5]([N+:8]([O-:10])=[O:9])[CH:6]=[CH:7][C:2]=1[N:18]1[CH:22]=[CH:21][CH:20]=[N:19]1. The yield is 0.970. (5) The reactants are C(OC([C:6]1[C:15](=[O:16])[C:14]2[C:9](=[N:10][C:11]([CH2:17][CH3:18])=[CH:12][CH:13]=2)[NH:8][CH:7]=1)=O)C.[OH-].[Na+]. No catalyst specified. The product is [CH2:17]([C:11]1[N:10]=[C:9]2[C:14]([C:15]([OH:16])=[CH:6][CH:7]=[N:8]2)=[CH:13][CH:12]=1)[CH3:18]. The yield is 0.730. (6) The yield is 0.980. The reactants are [F:1][C:2]([F:14])([F:13])[C:3]1[CH:12]=[N:11][C:6]2[O:7][CH2:8][CH2:9][NH:10][C:5]=2[CH:4]=1.[Br:15][C:16]1[CH:17]=[C:18]([CH:22]=[C:23]([Br:27])[C:24]=1[O:25][CH3:26])[C:19](Cl)=[O:20].C(N(CC)CC)C.O. The product is [Br:15][C:16]1[CH:17]=[C:18]([C:19]([N:10]2[CH2:9][CH2:8][O:7][C:6]3[N:11]=[CH:12][C:3]([C:2]([F:13])([F:1])[F:14])=[CH:4][C:5]2=3)=[O:20])[CH:22]=[C:23]([Br:27])[C:24]=1[O:25][CH3:26]. The catalyst is ClCCl. (7) The reactants are [N:1]1([CH2:6][CH2:7][CH2:8][O:9][C:10]2[CH:15]=[CH:14][C:13]([C:16]3([CH2:22][NH2:23])[CH2:21][CH2:20][O:19][CH2:18][CH2:17]3)=[CH:12][CH:11]=2)[CH2:5][CH2:4][CH2:3][CH2:2]1.Br[CH2:25][CH2:26][O:27][CH2:28][CH2:29]Br.C(=O)([O-])[O-].[K+].[K+]. The catalyst is C(#N)C. The product is [N:1]1([CH2:6][CH2:7][CH2:8][O:9][C:10]2[CH:15]=[CH:14][C:13]([C:16]3([CH2:22][N:23]4[CH2:29][CH2:28][O:27][CH2:26][CH2:25]4)[CH2:17][CH2:18][O:19][CH2:20][CH2:21]3)=[CH:12][CH:11]=2)[CH2:5][CH2:4][CH2:3][CH2:2]1. The yield is 0.230. (8) The reactants are [Cl:1][C:2]1[CH:7]=[CH:6][C:5]([F:8])=[C:4]([F:9])[CH:3]=1.[N+:10]([O-])([OH:12])=[O:11]. No catalyst specified. The product is [Cl:1][C:2]1[CH:3]=[C:4]([F:9])[C:5]([F:8])=[CH:6][C:7]=1[N+:10]([O-:12])=[O:11]. The yield is 0.800. (9) The yield is 0.570. The product is [Cl:1][C:2]1[C:3](=[O:27])[N:4]([CH:24]2[CH2:25][CH2:26]2)[CH:5]=[C:6]([C:9]([N:11]2[CH2:16][CH2:15][CH:14]([C:17]3[CH:22]=[CH:21][C:20]([F:23])=[CH:19][CH:18]=3)[CH2:13][CH2:12]2)=[O:10])[C:7]=1[NH:33][C:32]1[CH:34]=[CH:35][C:29]([F:28])=[CH:30][C:31]=1[CH3:36]. No catalyst specified. The reactants are [Cl:1][C:2]1[C:3](=[O:27])[N:4]([CH:24]2[CH2:26][CH2:25]2)[CH:5]=[C:6]([C:9]([N:11]2[CH2:16][CH2:15][CH:14]([C:17]3[CH:22]=[CH:21][C:20]([F:23])=[CH:19][CH:18]=3)[CH2:13][CH2:12]2)=[O:10])[C:7]=1Cl.[F:28][C:29]1[CH:35]=[CH:34][C:32]([NH2:33])=[C:31]([CH3:36])[CH:30]=1. (10) The reactants are [Br:1][C:2]1[CH:7]=[CH:6][C:5]([C:8](=[O:13])[C:9]([F:12])([F:11])[F:10])=[CH:4][CH:3]=1.[BH4-].[Na+].C(Cl)Cl. The catalyst is C1COCC1. The product is [Br:1][C:2]1[CH:7]=[CH:6][C:5]([CH:8]([OH:13])[C:9]([F:11])([F:12])[F:10])=[CH:4][CH:3]=1. The yield is 0.920.